Dataset: Reaction yield outcomes from USPTO patents with 853,638 reactions. Task: Predict the reaction yield, written as a fraction of the theoretical maximum amount of product (1.0 means a 100% yield; for example, 0.34 means a 34% yield). The reactants are [CH3:1][O:2][C:3](=[O:16])[C:4]1[CH:9]=[CH:8][C:7]([CH2:10][F:11])=[CH:6][C:5]=1[NH:12]C(=O)C.S(=O)(=O)(O)O. The catalyst is CO. The product is [CH3:1][O:2][C:3](=[O:16])[C:4]1[CH:9]=[CH:8][C:7]([CH2:10][F:11])=[CH:6][C:5]=1[NH2:12]. The yield is 1.00.